This data is from Full USPTO retrosynthesis dataset with 1.9M reactions from patents (1976-2016). The task is: Predict the reactants needed to synthesize the given product. (1) Given the product [CH2:1]([O:3][C:4](=[O:35])[CH2:5][C@H:6]([NH:23][C:24](=[O:34])[CH2:25][CH2:26][C:27]([OH:29])=[O:28])[CH2:7][C:8]1[CH:13]=[CH:12][C:11]([C:14]2[CH:19]=[C:18]([F:20])[CH:17]=[CH:16][C:15]=2[O:21][CH3:22])=[CH:10][CH:9]=1)[CH3:2], predict the reactants needed to synthesize it. The reactants are: [CH2:1]([O:3][C:4](=[O:35])[CH2:5][C@H:6]([NH:23][C:24](=[O:34])[CH2:25][CH2:26][C:27]([O:29]C(C)(C)C)=[O:28])[CH2:7][C:8]1[CH:13]=[CH:12][C:11]([C:14]2[CH:19]=[C:18]([F:20])[CH:17]=[CH:16][C:15]=2[O:21][CH3:22])=[CH:10][CH:9]=1)[CH3:2].O1CCOCC1. (2) The reactants are: CCCCC(COC(CC(S([O-])(=O)=O)C(OCC(CCCC)CC)=O)=O)CC.[Na+].S([CH:34]([CH2:38][C:39]([OH:41])=[O:40])[C:35]([OH:37])=O)(O)(=O)=O.C(C(CC)([Na])CCCCC)C.C(O)(=O)CCCCCCCCCCCCCCC(C)C.[NH:73]([C:82]([CH3:84])=[O:83])[C@H](C(O)=O)CC(=O)O.[CH3:85][CH:86]([C@H:88]([NH2:101])[C:89]([NH:91][C@H:92]([C:98]([OH:100])=O)[CH2:93][CH2:94][CH2:95][CH2:96][NH2:97])=[O:90])[CH3:87].[NH2:102][C@H:103]([C:112]([OH:114])=[O:113])[CH2:104][C:105]1[CH:110]=[CH:109][C:108]([OH:111])=[CH:107][CH:106]=1. Given the product [NH:73]([C:82]([CH3:84])=[O:83])[C@H:34]([C:35]([NH:101][C@H:88]([C:89]([NH:91][C@H:92]([C:98]([NH:102][C@H:103]([C:112]([OH:114])=[O:113])[CH2:104][C:105]1[CH:106]=[CH:107][C:108]([OH:111])=[CH:109][CH:110]=1)=[O:100])[CH2:93][CH2:94][CH2:95][CH2:96][NH2:97])=[O:90])[CH:86]([CH3:85])[CH3:87])=[O:37])[CH2:38][C:39](=[O:40])[OH:41], predict the reactants needed to synthesize it.